From a dataset of Reaction yield outcomes from USPTO patents with 853,638 reactions. Predict the reaction yield, written as a fraction of the theoretical maximum amount of product (1.0 means a 100% yield; for example, 0.34 means a 34% yield). (1) The reactants are Cl[C:2]1[N:10]=[C:9]([C:11]([F:14])([F:13])[F:12])[N:8]=[C:7]2[C:3]=1[NH:4][CH:5]=[N:6]2.[CH:15]1([NH2:18])[CH2:17][CH2:16]1. The catalyst is C(O)C. The product is [CH:15]1([NH:18][C:2]2[N:10]=[C:9]([C:11]([F:14])([F:13])[F:12])[N:8]=[C:7]3[C:3]=2[NH:4][CH:5]=[N:6]3)[CH2:17][CH2:16]1. The yield is 0.620. (2) The reactants are [NH2:1][C:2]1[CH:3]=[N:4][N:5]([CH3:22])[C:6]=1[N:7]1[CH2:13][CH2:12][CH:11]([OH:14])[CH:10]([NH:15][C:16](=[O:21])[C:17]([F:20])([F:19])[F:18])[CH2:9][CH2:8]1.CCN(C(C)C)C(C)C.C1CN([P+](ON2N=NC3C=CC=CC2=3)(N2CCCC2)N2CCCC2)CC1.F[P-](F)(F)(F)(F)F.[C:65]([O:69][C:70]([NH:72][C:73]1[S:77][C:76]([C:78]2[C:83]([F:84])=[CH:82][CH:81]=[CH:80][C:79]=2[F:85])=[N:75][C:74]=1[C:86](O)=[O:87])=[O:71])([CH3:68])([CH3:67])[CH3:66]. The catalyst is C(Cl)Cl. The product is [F:85][C:79]1[CH:80]=[CH:81][CH:82]=[C:83]([F:84])[C:78]=1[C:76]1[S:77][C:73]([NH:72][C:70](=[O:71])[O:69][C:65]([CH3:67])([CH3:66])[CH3:68])=[C:74]([C:86](=[O:87])[NH:1][C:2]2[CH:3]=[N:4][N:5]([CH3:22])[C:6]=2[N:7]2[CH2:8][CH2:9][CH:10]([NH:15][C:16](=[O:21])[C:17]([F:20])([F:19])[F:18])[CH:11]([OH:14])[CH2:12][CH2:13]2)[N:75]=1. The yield is 0.230. (3) The reactants are [C:1]([C:3]1[CH:8]=[CH:7][C:6]([C:9]2([NH:12][CH2:13][CH2:14][CH3:15])[CH2:11][CH2:10]2)=[CH:5][CH:4]=1)#[CH:2].[CH2:16]([O:18][C:19](=[O:27])[C:20]1[CH:25]=[CH:24][C:23](I)=[CH:22][CH:21]=1)[CH3:17]. The catalyst is C(N(CC)CC)C.[Cu]I.Cl[Pd](Cl)([P](C1C=CC=CC=1)(C1C=CC=CC=1)C1C=CC=CC=1)[P](C1C=CC=CC=1)(C1C=CC=CC=1)C1C=CC=CC=1. The product is [CH2:13]([NH:12][C:9]1([C:6]2[CH:7]=[CH:8][C:3]([C:1]#[C:2][C:23]3[CH:24]=[CH:25][C:20]([C:19]([O:18][CH2:16][CH3:17])=[O:27])=[CH:21][CH:22]=3)=[CH:4][CH:5]=2)[CH2:10][CH2:11]1)[CH2:14][CH3:15]. The yield is 0.610. (4) The yield is 0.380. The reactants are [H-].[H-].[H-].[H-].[Li+].[Al+3].[CH:7]1([CH2:10][N:11]2[CH2:36][CH2:35][C@:18]34[C:19]5[C:20]6[O:34][C@H:17]3[C@@H:16]([CH2:37]S(C3C=CC(C)=CC=3)(=O)=O)[CH2:15][CH2:14][C@@:13]4([OH:48])[C@H:12]2[CH2:25][C:24]=5[CH:23]=[CH:22][C:21]=6[O:26][CH2:27][C:28]2[CH:33]=[CH:32][CH:31]=[CH:30][CH:29]=2)[CH2:9][CH2:8]1.CCOC(C)=O. The catalyst is C1COCC1. The product is [CH:7]1([CH2:10][N:11]2[CH2:36][CH2:35][C@:18]34[C:19]5[C:20]6[O:34][C@H:17]3[C@@H:16]([CH3:37])[CH2:15][CH2:14][C@@:13]4([OH:48])[C@H:12]2[CH2:25][C:24]=5[CH:23]=[CH:22][C:21]=6[O:26][CH2:27][C:28]2[CH:29]=[CH:30][CH:31]=[CH:32][CH:33]=2)[CH2:9][CH2:8]1. (5) The reactants are [C:1]([C:4]1[C:5](=[O:16])[NH:6][C:7]2[C:12]([C:13]=1O)=[CH:11][C:10]([F:15])=[CH:9][CH:8]=2)(=O)[CH3:2].O.[NH2:18][NH2:19]. The catalyst is CN(C=O)C. The product is [F:15][C:10]1[CH:9]=[CH:8][C:7]2[NH:6][C:5](=[O:16])[C:4]3=[C:1]([CH3:2])[NH:18][N:19]=[C:13]3[C:12]=2[CH:11]=1. The yield is 0.760.